Dataset: Forward reaction prediction with 1.9M reactions from USPTO patents (1976-2016). Task: Predict the product of the given reaction. Given the reactants CO[C:3](=[O:17])[CH2:4][NH:5][C:6]([C@H:8]1[CH2:16][C:15]2[C:10](=[CH:11][CH:12]=[CH:13][CH:14]=2)[NH:9]1)=[O:7].C[O-].[Na+], predict the reaction product. The product is: [C:6]1(=[O:7])[C@H:8]2[CH2:16][C:15]3[CH:14]=[CH:13][CH:12]=[CH:11][C:10]=3[N:9]2[C:3](=[O:17])[CH2:4][NH:5]1.